The task is: Predict which catalyst facilitates the given reaction.. This data is from Catalyst prediction with 721,799 reactions and 888 catalyst types from USPTO. (1) Reactant: [Br:1][C:2]1[CH:3]=[C:4]2[C:8](=[CH:9][CH:10]=1)[C:7](=[O:11])[CH2:6][CH2:5]2.[BH4-].[Na+]. Product: [Br:1][C:2]1[CH:3]=[C:4]2[C:8](=[CH:9][CH:10]=1)[CH:7]([OH:11])[CH2:6][CH2:5]2. The catalyst class is: 111. (2) Reactant: [CH2:1]([C:4]1[CH:9]=[CH:8][C:7]([C:10]2[C:14]3[CH2:15][CH2:16][C:17]4[C:22]([C:13]=3[O:12][N:11]=2)=[CH:21][CH:20]=[C:19]([CH:23]=C)[CH:18]=4)=[CH:6][CH:5]=1)[CH2:2][CH3:3].C[N+]1([O-])CC[O:29]CC1.I([O-])(=O)(=O)=O.[Na+]. Product: [CH2:1]([C:4]1[CH:5]=[CH:6][C:7]([C:10]2[C:14]3[CH2:15][CH2:16][C:17]4[C:22]([C:13]=3[O:12][N:11]=2)=[CH:21][CH:20]=[C:19]([CH:23]=[O:29])[CH:18]=4)=[CH:8][CH:9]=1)[CH2:2][CH3:3]. The catalyst class is: 822. (3) Reactant: Br[C:2]1[N:6]2[N:7]=[C:8]([C:11]3[CH:16]=[CH:15][C:14]([O:17][CH3:18])=[C:13]([O:19][CH3:20])[CH:12]=3)[CH:9]=[CH:10][C:5]2=[N:4][C:3]=1[CH3:21].B(O)(O)[C:23]1[CH:28]=[CH:27][C:26]([S:29]([N:32]([CH3:34])[CH3:33])(=[O:31])=[O:30])=[CH:25][CH:24]=1.C([O-])([O-])=O.[K+].[K+]. Product: [CH3:20][O:19][C:13]1[CH:12]=[C:11]([C:8]2[CH:9]=[CH:10][C:5]3[N:6]([C:2]([C:23]4[CH:24]=[CH:25][C:26]([S:29]([N:32]([CH3:34])[CH3:33])(=[O:30])=[O:31])=[CH:27][CH:28]=4)=[C:3]([CH3:21])[N:4]=3)[N:7]=2)[CH:16]=[CH:15][C:14]=1[O:17][CH3:18]. The catalyst class is: 44. (4) Reactant: [Cl:1][C:2]1[N:3]=[N:4][CH:5]=[C:6](Cl)[CH:7]=1.[NH:9]1[CH2:14][CH2:13][O:12][CH2:11][CH2:10]1. Product: [CH3:11][OH:12].[NH4+:3].[OH-:12].[Cl:1][C:2]1[N:3]=[N:4][CH:5]=[C:6]([N:9]2[CH2:14][CH2:13][O:12][CH2:11][CH2:10]2)[CH:7]=1. The catalyst class is: 23. (5) Reactant: [NH2:1][C:2]1[N:7]([C:8]2[CH:13]=[CH:12][C:11]([CH2:14][C:15]([NH:17][C:18]([CH3:27])([C:20]([O:22]C(C)(C)C)=[O:21])[CH3:19])=[O:16])=[CH:10][CH:9]=2)[C:6](=[O:28])[CH:5]=[CH:4][C:3]=1[C:29](=[O:38])[C:30]1[CH:35]=[CH:34][C:33]([F:36])=[CH:32][C:31]=1[F:37].C(O)(C(F)(F)F)=O.CCOCC. Product: [NH2:1][C:2]1[N:7]([C:8]2[CH:13]=[CH:12][C:11]([CH2:14][C:15]([NH:17][C:18]([CH3:19])([C:20]([OH:22])=[O:21])[CH3:27])=[O:16])=[CH:10][CH:9]=2)[C:6](=[O:28])[CH:5]=[CH:4][C:3]=1[C:29](=[O:38])[C:30]1[CH:35]=[CH:34][C:33]([F:36])=[CH:32][C:31]=1[F:37]. The catalyst class is: 2. (6) Reactant: C(O)C.[C:4]1([CH:10]([CH3:13])[C:11]#[N:12])[CH:9]=[CH:8][CH:7]=[CH:6][CH:5]=1.[ClH:14].[H][H]. Product: [ClH:14].[C:4]1([CH:10]([CH3:13])[CH2:11][NH2:12])[CH:9]=[CH:8][CH:7]=[CH:6][CH:5]=1. The catalyst class is: 282. (7) Reactant: N1C=CN=C1.[I:6]I.O[CH2:9][CH2:10][CH2:11][CH2:12][CH:13]1[CH2:17][CH2:16][N:15]([C:18]([O:20][C:21]([CH3:24])([CH3:23])[CH3:22])=[O:19])[CH2:14]1.C1(P(C2C=CC=CC=2)C2C=CC=CC=2)C=CC=CC=1. Product: [I:6][CH2:9][CH2:10][CH2:11][CH2:12][CH:13]1[CH2:17][CH2:16][N:15]([C:18]([O:20][C:21]([CH3:24])([CH3:23])[CH3:22])=[O:19])[CH2:14]1. The catalyst class is: 2. (8) Reactant: [N:1]1([C:7]([O:9][C:10]([CH3:13])([CH3:12])[CH3:11])=[O:8])[CH2:6][CH2:5][NH:4][CH2:3][CH2:2]1.[Cl:14][CH2:15][CH2:16][CH2:17]I.C([O-])([O-])=O.[K+].[K+]. Product: [Cl:14][CH2:15][CH2:16][CH2:17][N:4]1[CH2:5][CH2:6][N:1]([C:7]([O:9][C:10]([CH3:13])([CH3:12])[CH3:11])=[O:8])[CH2:2][CH2:3]1. The catalyst class is: 18. (9) Reactant: [CH3:1][C:2]1[CH:16]=[CH:15][CH:14]=[C:13]([CH3:17])[C:3]=1[O:4][CH2:5][S:6][CH2:7][CH2:8][C:9]([O:11]C)=[O:10].[OH-].C[Sn+](C)C. Product: [CH3:1][C:2]1[CH:16]=[CH:15][CH:14]=[C:13]([CH3:17])[C:3]=1[O:4][CH2:5][S:6][CH2:7][CH2:8][C:9]([OH:11])=[O:10]. The catalyst class is: 26. (10) Reactant: [C:1]([OH:11])(=[O:10])[CH:2]=[CH:3][C:4]1[CH:9]=[CH:8][CH:7]=[CH:6][CH:5]=1.[OH-].[Na+:13]. Product: [C:1]([O-:11])(=[O:10])[CH:2]=[CH:3][C:4]1[CH:5]=[CH:6][CH:7]=[CH:8][CH:9]=1.[Na+:13]. The catalyst class is: 6.